This data is from Forward reaction prediction with 1.9M reactions from USPTO patents (1976-2016). The task is: Predict the product of the given reaction. (1) The product is: [C:6]([O:10][C:11]([N:13]1[CH2:18][CH2:17][CH:16]([CH2:19][CH2:20][CH2:21][O:22][C:23]2[CH:28]=[CH:27][C:26]([P:31]([CH3:34])([CH3:33])=[O:32])=[C:25]([F:30])[CH:24]=2)[CH2:15][CH2:14]1)=[O:12])([CH3:9])([CH3:8])[CH3:7]. Given the reactants [Li]CCCC.[C:6]([O:10][C:11]([N:13]1[CH2:18][CH2:17][CH:16]([CH2:19][CH2:20][CH2:21][O:22][C:23]2[CH:28]=[CH:27][C:26](Br)=[C:25]([F:30])[CH:24]=2)[CH2:15][CH2:14]1)=[O:12])([CH3:9])([CH3:8])[CH3:7].[P:31](Cl)([CH3:34])([CH3:33])=[O:32].O, predict the reaction product. (2) Given the reactants [NH2:1][C:2]1[CH:3]=[C:4]([CH:20]=[CH:21][C:22]=1[O:23][CH3:24])[C:5]([NH:7][C:8]1[CH:13]=[CH:12][C:11]([C:14]2[CH:19]=[CH:18][CH:17]=[CH:16][CH:15]=2)=[CH:10][CH:9]=1)=[O:6].Cl.[N:26]1([CH:32]([CH2:36][CH3:37])[C:33](O)=[O:34])[CH2:31][CH2:30][O:29][CH2:28][CH2:27]1.F[P-](F)(F)(F)(F)F.N1(O[P+](N2CCCC2)(N2CCCC2)N2CCCC2)C2C=CC=CC=2N=N1.C(N(C(C)C)CC)(C)C, predict the reaction product. The product is: [C:11]1([C:14]2[CH:19]=[CH:18][CH:17]=[CH:16][CH:15]=2)[CH:10]=[CH:9][C:8]([NH:7][C:5](=[O:6])[C:4]2[CH:20]=[CH:21][C:22]([O:23][CH3:24])=[C:2]([NH:1][C:33](=[O:34])[CH:32]([N:26]3[CH2:27][CH2:28][O:29][CH2:30][CH2:31]3)[CH2:36][CH3:37])[CH:3]=2)=[CH:13][CH:12]=1. (3) Given the reactants [C:1]([O:5][C:6](=[O:20])[CH2:7][N:8]([CH2:12][C:13]([O:15][C:16]([CH3:19])([CH3:18])[CH3:17])=[O:14])[CH2:9][CH2:10]O)([CH3:4])([CH3:3])[CH3:2].C(N(CC)CC)C.[CH3:28][S:29](Cl)(=[O:31])=[O:30], predict the reaction product. The product is: [C:1]([O:5][C:6](=[O:20])[CH2:7][N:8]([CH2:12][C:13]([O:15][C:16]([CH3:19])([CH3:18])[CH3:17])=[O:14])[CH2:9][CH2:10][S:29]([CH3:28])(=[O:31])=[O:30])([CH3:4])([CH3:3])[CH3:2]. (4) Given the reactants C([O:3][C:4]([CH:6]1[CH2:11][CH2:10][N:9]([CH2:12][CH2:13][O:14][C:15]2[CH:16]=[C:17]3[C:21](=[CH:22][CH:23]=2)[NH:20][C:19]([C:24]2[C:25](=[O:34])[NH:26][C:27]4[C:32]([CH:33]=2)=[CH:31][CH:30]=[CH:29][CH:28]=4)=[CH:18]3)[CH2:8][CH2:7]1)=[O:5])C.[OH-].[Na+], predict the reaction product. The product is: [O:34]=[C:25]1[C:24]([C:19]2[NH:20][C:21]3[C:17]([CH:18]=2)=[CH:16][C:15]([O:14][CH2:13][CH2:12][N:9]2[CH2:8][CH2:7][CH:6]([C:4]([OH:5])=[O:3])[CH2:11][CH2:10]2)=[CH:23][CH:22]=3)=[CH:33][C:32]2[C:27](=[CH:28][CH:29]=[CH:30][CH:31]=2)[NH:26]1.